Dataset: Full USPTO retrosynthesis dataset with 1.9M reactions from patents (1976-2016). Task: Predict the reactants needed to synthesize the given product. (1) Given the product [O:1]1[CH2:6][CH2:5][CH:4]([CH2:7][N:8]2[CH:12]=[CH:11][C:10]([C:13]([OH:15])=[O:14])=[N:9]2)[CH2:3][CH2:2]1, predict the reactants needed to synthesize it. The reactants are: [O:1]1[CH2:6][CH2:5][CH:4]([CH2:7][N:8]2[CH:12]=[CH:11][C:10]([C:13]([O:15]CC)=[O:14])=[N:9]2)[CH2:3][CH2:2]1.[OH-].[Na+]. (2) Given the product [Cl:1][C:2]1[CH:21]=[CH:20][C:5]([CH:6]([C:7]2[CH:8]=[CH:9][C:10]([Cl:13])=[CH:11][CH:12]=2)[N:14]2[CH2:15][CH2:16][N:17]([C:34]([C:33]3[CH:37]=[CH:38][C:30]([F:29])=[CH:31][CH:32]=3)=[O:35])[CH2:18][CH2:19]2)=[CH:4][CH:3]=1, predict the reactants needed to synthesize it. The reactants are: [Cl:1][C:2]1[CH:21]=[CH:20][C:5]([CH:6]([N:14]2[CH2:19][CH2:18][NH:17][CH2:16][CH2:15]2)[C:7]2[CH:12]=[CH:11][C:10]([Cl:13])=[CH:9][CH:8]=2)=[CH:4][CH:3]=1.C(N(CC)CC)C.[F:29][C:30]1[CH:38]=[CH:37][C:33]([C:34](Cl)=[O:35])=[CH:32][CH:31]=1. (3) Given the product [CH2:10]([N:6]1[C:5](=[O:9])[CH:4]=[C:3]([NH:2][CH3:1])[N:8]=[CH:7]1)[C:11]1[CH:16]=[CH:15][CH:14]=[CH:13][CH:12]=1, predict the reactants needed to synthesize it. The reactants are: [CH3:1][NH:2][C:3]1[N:8]=[CH:7][NH:6][C:5](=[O:9])[CH:4]=1.[CH2:10](Br)[C:11]1[CH:16]=[CH:15][CH:14]=[CH:13][CH:12]=1.C(=O)([O-])[O-].[K+].[K+]. (4) Given the product [F:23][C:24]([F:37])([F:36])[S:25]([O:20][C:15]1[C@@:16]2([CH3:19])[CH2:17][CH2:18][C@H:7]3[C@H:8]([C@@H:12]2[CH2:13][CH:14]=1)[CH2:9][CH:10]=[C:11]1[C@:6]3([CH3:21])[CH2:5][CH2:4][C:3](=[O:22])[N:2]1[CH3:1])(=[O:27])=[O:26], predict the reactants needed to synthesize it. The reactants are: [CH3:1][N:2]1[C:11]2[C@@:6]([CH3:21])([C@H:7]3[CH2:18][CH2:17][C@@:16]4([CH3:19])[C@@H:12]([CH2:13][CH2:14][C:15]4=[O:20])[C@@H:8]3[CH2:9][CH:10]=2)[CH2:5][CH2:4][C:3]1=[O:22].[F:23][C:24]([F:37])([F:36])[S:25](O[S:25]([C:24]([F:37])([F:36])[F:23])(=[O:27])=[O:26])(=[O:27])=[O:26].O. (5) Given the product [CH3:28][O:1][C:2]1[CH:11]=[CH:10][C:5]2[C:6](=[O:9])[CH2:7][O:8][C:4]=2[C:3]=1[CH2:12][N:13]1[CH2:14][CH2:15][N:16]([C:19]([O:21][C:22]([CH3:25])([CH3:24])[CH3:23])=[O:20])[CH2:17][CH2:18]1, predict the reactants needed to synthesize it. The reactants are: [OH:1][C:2]1[CH:11]=[CH:10][C:5]2[C:6](=[O:9])[CH2:7][O:8][C:4]=2[C:3]=1[CH2:12][N:13]1[CH2:18][CH2:17][N:16]([C:19]([O:21][C:22]([CH3:25])([CH3:24])[CH3:23])=[O:20])[CH2:15][CH2:14]1.CO.[C:28]1(P(C2C=CC=CC=2)C2C=CC=CC=2)C=CC=CC=1.N(C(OCC)=O)=NC(OCC)=O. (6) Given the product [NH2:1][C:2]1[N:6]([CH3:7])[C:5](=[O:8])[C:4]([C:20]2[CH:21]=[CH:22][C:23]([O:26][CH:27]([F:29])[F:28])=[CH:24][CH:25]=2)([C:9]2[CH:14]=[CH:13][CH:12]=[C:11]([CH:15]3[CH2:16][CH:17]([OH:19])[CH2:18]3)[CH:10]=2)[N:3]=1, predict the reactants needed to synthesize it. The reactants are: [NH2:1][C:2]1[N:6]([CH3:7])[C:5](=[O:8])[C:4]([C:20]2[CH:25]=[CH:24][C:23]([O:26][CH:27]([F:29])[F:28])=[CH:22][CH:21]=2)([C:9]2[CH:14]=[CH:13][CH:12]=[C:11]([CH:15]3[CH2:18][C:17](=[O:19])[CH2:16]3)[CH:10]=2)[N:3]=1.[BH4-].[Na+]. (7) The reactants are: Cl[C:2]1[CH:7]=[C:6]([C:8]([NH:10][C:11]2[CH:16]=[C:15]([NH:17][C:18]([C:20]3[CH:25]=[CH:24][N:23]=[C:22]([N:26]4[CH2:31][CH2:30][O:29][CH2:28][CH2:27]4)[CH:21]=3)=[O:19])[CH:14]=[CH:13][C:12]=2[CH3:32])=[O:9])[CH:5]=[CH:4][N:3]=1.[CH3:33][N:34]([CH3:39])[CH2:35][CH2:36][NH:37][CH3:38]. Given the product [CH3:33][N:34]([CH3:39])[CH2:35][CH2:36][N:37]([C:2]1[CH:7]=[C:6]([C:8]([NH:10][C:11]2[CH:16]=[C:15]([NH:17][C:18]([C:20]3[CH:25]=[CH:24][N:23]=[C:22]([N:26]4[CH2:27][CH2:28][O:29][CH2:30][CH2:31]4)[CH:21]=3)=[O:19])[CH:14]=[CH:13][C:12]=2[CH3:32])=[O:9])[CH:5]=[CH:4][N:3]=1)[CH3:38], predict the reactants needed to synthesize it.